Dataset: Reaction yield outcomes from USPTO patents with 853,638 reactions. Task: Predict the reaction yield, written as a fraction of the theoretical maximum amount of product (1.0 means a 100% yield; for example, 0.34 means a 34% yield). (1) The reactants are Br[C:2]1[C:7]([CH3:8])=[CH:6][C:5]([C:9](=[O:11])[CH3:10])=[C:4]([OH:12])[CH:3]=1.CC1(C)C2C=CC=C(P(C3C=CC=CC=3)C3C=CC=CC=3)C=2OC2C1=CC=CC=2P(C1C=CC=CC=1)C1C=CC=CC=1.[CH3:55][N:56](C)C=O. The catalyst is [C-]#N.[Zn+2].[C-]#N.C1C=CC(/C=C/C(/C=C/C2C=CC=CC=2)=O)=CC=1.C1C=CC(/C=C/C(/C=C/C2C=CC=CC=2)=O)=CC=1.C1C=CC(/C=C/C(/C=C/C2C=CC=CC=2)=O)=CC=1.[Pd].[Pd]. The product is [C:9]([C:5]1[C:4]([OH:12])=[CH:3][C:2]([C:55]#[N:56])=[C:7]([CH3:8])[CH:6]=1)(=[O:11])[CH3:10]. The yield is 0.980. (2) The reactants are [Na].[CH3:2][C:3](=[O:7])[CH2:4][CH2:5][CH3:6].[C:8]([O:15][CH2:16]C)(=[O:14])[C:9]([O:11]CC)=O. The catalyst is C(O)C. The product is [CH3:16][O:15][C:8](=[O:14])[C:9](=[O:11])[CH2:2][C:3](=[O:7])[CH2:4][CH2:5][CH3:6]. The yield is 0.760. (3) The reactants are [Si:1]([O:18][CH2:19][C@@H:20]([C@H:22]1[O:26][N:25]=[C:24]([C:27]#[C:28][Si](C)(C)C)[CH2:23]1)[OH:21])([C:14]([CH3:17])([CH3:16])[CH3:15])([C:8]1[CH:13]=[CH:12][CH:11]=[CH:10][CH:9]=1)[C:2]1[CH:7]=[CH:6][CH:5]=[CH:4][CH:3]=1.CC(C)=O.CCOC(C)=O. The catalyst is [N+]([O-])([O-])=O.[Ag+].O. The product is [Si:1]([O:18][CH2:19][C@@H:20]([C@H:22]1[O:26][N:25]=[C:24]([C:27]#[CH:28])[CH2:23]1)[OH:21])([C:14]([CH3:17])([CH3:16])[CH3:15])([C:8]1[CH:13]=[CH:12][CH:11]=[CH:10][CH:9]=1)[C:2]1[CH:7]=[CH:6][CH:5]=[CH:4][CH:3]=1. The yield is 0.820. (4) The product is [OH:2][CH2:3][C:5]12[CH2:12][CH:11]3[S:10][CH:9]([S:8][CH:7]([S:13]3)[CH2:6]1)[CH2:14]2. The yield is 0.970. The reactants are C[O:2][C:3]([C:5]12[CH2:14][CH:9]3[S:10][CH:11]([S:13][CH:7]([S:8]3)[CH2:6]1)[CH2:12]2)=O.C1(C)C=CC=CC=1.[H-].C([Al+]CC(C)C)C(C)C. The catalyst is CCCCCC.